Predict which catalyst facilitates the given reaction. From a dataset of Catalyst prediction with 721,799 reactions and 888 catalyst types from USPTO. (1) Reactant: [NH2:6][CH2:10][CH2:9][CH2:8][Si:7]([CH3:12])([CH3:11])[N:6]1[CH2:10][CH2:9][CH2:8][Si:7]1([CH3:12])[CH3:11].[OH2:15]. Product: [NH2:6][CH2:10][CH2:9][CH2:12][Si:7]([CH2:8][CH2:9][CH2:10][NH2:6])([CH3:11])[O:15][Si:7]([CH3:12])([CH3:11])[CH3:8]. The catalyst class is: 1. (2) The catalyst class is: 797. Reactant: Cl[C:2]1[CH:7]=[CH:6][C:5]([N+:8]([O-:10])=[O:9])=[CH:4][N:3]=1.[NH:11]1[CH2:15][CH2:14][C@@H:13]([OH:16])[CH2:12]1. Product: [N+:8]([C:5]1[CH:6]=[CH:7][C:2]([N:11]2[CH2:15][CH2:14][C@@H:13]([OH:16])[CH2:12]2)=[N:3][CH:4]=1)([O-:10])=[O:9].